From a dataset of Forward reaction prediction with 1.9M reactions from USPTO patents (1976-2016). Predict the product of the given reaction. (1) The product is: [F:1][CH2:40][CH2:41][CH2:42][CH2:43][CH2:44][C:45]1[CH:50]=[CH:49][C:48]([CH2:51][CH2:52][C:53]2[C:62]([CH3:63])=[C:61]([OH:64])[C:60]3[C:55](=[CH:56][CH:57]=[CH:58][CH:59]=3)[N:54]=2)=[CH:47][CH:46]=1. Given the reactants [F-:1].[K+].C1N2CCOCCOCCN(CCOCCOCC2)CCOCCOC1.S(O[CH2:40][CH2:41][CH2:42][CH2:43][CH2:44][C:45]1[CH:50]=[CH:49][C:48]([CH2:51][CH2:52][C:53]2[C:62]([CH3:63])=[C:61]([OH:64])[C:60]3[C:55](=[CH:56][CH:57]=[CH:58][CH:59]=3)[N:54]=2)=[CH:47][CH:46]=1)(C1C=CC(C)=CC=1)(=O)=O, predict the reaction product. (2) The product is: [NH2:36][C:37]1[C:38]([C:44]([NH:46][NH2:47])=[O:45])=[N:39][C:40]([C:2]2[CH:7]=[CH:6][N:5]=[C:4]([C:8]([C:9]#[N:10])([CH3:12])[CH3:11])[CH:3]=2)=[CH:41][N:42]=1. Given the reactants I[C:2]1[CH:7]=[CH:6][N:5]=[C:4]([C:8]([CH3:12])([CH3:11])[C:9]#[N:10])[CH:3]=1.CC1(C)C(C)(C)OB(B2OC(C)(C)C(C)(C)O2)O1.C([O-])(=O)C.[K+].[NH2:36][C:37]1[C:38]([C:44]([NH:46][NH2:47])=[O:45])=[N:39][C:40](Br)=[CH:41][N:42]=1.C(=O)([O-])[O-].[K+].[K+].ClCCl, predict the reaction product. (3) Given the reactants [Br:1][C:2]1[CH:14]=[CH:13][C:12]2[C:11]3[C:6](=[CH:7][C:8]([Br:15])=[CH:9][CH:10]=3)[CH2:5][C:4]=2[CH:3]=1.Br[CH2:17][CH2:18][CH2:19][CH2:20][CH2:21][CH2:22][CH2:23][CH3:24].CS(C)=O.[OH-].[Na+], predict the reaction product. The product is: [Br:1][C:2]1[CH:14]=[CH:13][C:12]2[C:11]3[C:6](=[CH:7][C:8]([Br:15])=[CH:9][CH:10]=3)[C:5]([CH2:13][CH2:14][CH2:2][CH2:3][CH2:4][CH2:12][CH2:11][CH3:10])([CH2:17][CH2:18][CH2:19][CH2:20][CH2:21][CH2:22][CH2:23][CH3:24])[C:4]=2[CH:3]=1. (4) Given the reactants [Cl:1][C:2]1[CH:3]=[CH:4][C:5]([C@@:8]([NH:24][C:25](=[O:37])[C:26]2[CH:31]=[CH:30][C:29]([F:32])=[C:28]([C:33]([F:36])([F:35])[F:34])[CH:27]=2)([C:16]2[CH:21]=[C:20]([OH:22])[CH:19]=[C:18]([F:23])[CH:17]=2)[CH2:9][C:10]2[CH:15]=[CH:14][CH:13]=[CH:12][CH:11]=2)=[N:6][CH:7]=1.C([O-])([O-])=O.[Cs+].[Cs+].I[C:45]([C:48](OCC)=O)(F)F.C([O-])(O)=O.[Na+], predict the reaction product. The product is: [Cl:1][C:2]1[CH:3]=[CH:4][C:5]([C@@:8]([NH:24][C:25](=[O:37])[C:26]2[CH:31]=[CH:30][C:29]([F:32])=[C:28]([C:33]([F:34])([F:36])[F:35])[CH:27]=2)([C:16]2[CH:17]=[C:18]([F:23])[CH:19]=[C:20]([O:22][CH2:45][CH3:48])[CH:21]=2)[CH2:9][C:10]2[CH:15]=[CH:14][CH:13]=[CH:12][CH:11]=2)=[N:6][CH:7]=1. (5) The product is: [C:1]1([CH2:7][CH2:8][NH:9][S:10]([C:13]2[CH:14]=[CH:15][C:16]([NH2:19])=[CH:17][CH:18]=2)(=[O:12])=[O:11])[CH:2]=[CH:3][CH:4]=[CH:5][CH:6]=1. Given the reactants [C:1]1([CH2:7][CH2:8][NH:9][S:10]([C:13]2[CH:18]=[CH:17][C:16]([NH:19]C(=O)C)=[CH:15][CH:14]=2)(=[O:12])=[O:11])[CH:6]=[CH:5][CH:4]=[CH:3][CH:2]=1, predict the reaction product.